This data is from Reaction yield outcomes from USPTO patents with 853,638 reactions. The task is: Predict the reaction yield, written as a fraction of the theoretical maximum amount of product (1.0 means a 100% yield; for example, 0.34 means a 34% yield). (1) The reactants are ClC(Cl)(OC(=O)[O:6][C:7]([Cl:10])(Cl)Cl)Cl.[CH3:13][C@H:14]1[CH2:23][NH:22][C:21]2[C:16](=[CH:17][CH:18]=[C:19]([C:24]3[CH:25]=[N:26][N:27]([CH:29]4[CH2:32][O:31][CH2:30]4)[CH:28]=3)[CH:20]=2)[N:15]1[C:33](=[O:35])[CH3:34].C(N(CC)C(C)C)(C)C. The catalyst is ClCCCl. The product is [C:33]([N:15]1[C:16]2[C:21](=[CH:20][C:19]([C:24]3[CH:25]=[N:26][N:27]([CH:29]4[CH2:32][O:31][CH2:30]4)[CH:28]=3)=[CH:18][CH:17]=2)[N:22]([C:7]([Cl:10])=[O:6])[CH2:23][C@@H:14]1[CH3:13])(=[O:35])[CH3:34]. The yield is 0.670. (2) The reactants are [Cl:1][C:2]1[CH:3]=[C:4]([O:19][CH2:20][CH3:21])[C:5]([B:10]2[O:14][C:13]([CH3:16])(C)C(C)(C)[O:11]2)=[C:6]([CH:9]=1)C=O.[OH-].[Na+].[N+:24](C)([O-:26])=[O:25].Cl. The catalyst is CCCCCCCCCCCCCCCC[N+](C)(C)C.[Br-].O.C1COCC1. The product is [Cl:1][C:2]1[CH:3]=[C:4]([O:19][CH2:20][CH3:21])[C:5]2[B:10]([OH:11])[O:14][CH:13]([CH2:16][N+:24]([O-:26])=[O:25])[C:6]=2[CH:9]=1. The yield is 0.560. (3) The reactants are [C:1]12([CH2:11][CH2:12][NH:13][CH2:14][CH2:15][CH3:16])[CH2:10][CH:5]3[CH2:6][CH:7]([CH2:9][CH:3]([CH2:4]3)[CH2:2]1)[CH2:8]2.[N:17]1[CH:22]=[CH:21][C:20]([CH2:23][CH2:24][CH2:25][CH2:26][C:27]([OH:29])=O)=[CH:19][CH:18]=1.CN1CCOCC1.Cl.C(N=C=NCCCN(C)C)C. The catalyst is CN(C)C=O. The product is [C:1]12([CH2:11][CH2:12][N:13]([CH2:14][CH2:15][CH3:16])[C:27](=[O:29])[CH2:26][CH2:25][CH2:24][CH2:23][C:20]3[CH:19]=[CH:18][N:17]=[CH:22][CH:21]=3)[CH2:8][CH:7]3[CH2:6][CH:5]([CH2:4][CH:3]([CH2:9]3)[CH2:2]1)[CH2:10]2. The yield is 0.330. (4) The reactants are [C:1]([CH2:3]P(=O)(OCC)OCC)#[N:2].[H-].[Na+].[F:14][C:15]([F:25])([F:24])[C:16]([C:18]1[CH:23]=[CH:22][CH:21]=[CH:20][CH:19]=1)=O. The catalyst is C1COCC1. The product is [F:14][C:15]([F:24])([F:25])/[C:16](/[C:18]1[CH:23]=[CH:22][CH:21]=[CH:20][CH:19]=1)=[CH:3]\[C:1]#[N:2]. The yield is 0.290. (5) The reactants are [F:1][C:2]([F:15])([F:14])[CH2:3][O:4][C:5]1[N:10]=[C:9]([C:11](=O)[CH3:12])[CH:8]=[CH:7][CH:6]=1.[CH3:16][C:17]([S@:20]([NH2:22])=[O:21])([CH3:19])[CH3:18]. No catalyst specified. The product is [CH3:16][C:17]([S@:20]([NH:22][CH:11]([C:9]1[CH:8]=[CH:7][CH:6]=[C:5]([O:4][CH2:3][C:2]([F:15])([F:14])[F:1])[N:10]=1)[CH3:12])=[O:21])([CH3:19])[CH3:18]. The yield is 0.500.